Dataset: Forward reaction prediction with 1.9M reactions from USPTO patents (1976-2016). Task: Predict the product of the given reaction. Given the reactants [C:1]([OH:8])(=[O:7])/[CH:2]=[CH:3]\[C:4]([OH:6])=[O:5].[NH2:9][CH2:10][CH2:11][N:12]1[CH2:16][CH2:15][N:14]=[C:13]1[CH:17]=[CH:18][CH2:19][CH2:20][CH2:21][CH2:22][CH2:23][CH2:24][CH2:25][CH2:26][CH2:27][CH2:28][CH2:29][CH2:30][CH2:31][CH2:32][CH3:33].N1CCN=C1, predict the reaction product. The product is: [C:1]([OH:8])(=[O:7])/[CH:2]=[CH:3]\[C:4]([OH:6])=[O:5].[NH2:9][CH2:10][CH2:11][N:12]1[CH2:16][CH2:15][N:14]=[C:13]1[CH:17]=[CH:18][CH2:19][CH2:20][CH2:21][CH2:22][CH2:23][CH2:24][CH2:25][CH2:26][CH2:27][CH2:28][CH2:29][CH2:30][CH2:31][CH2:32][CH3:33].